From a dataset of Forward reaction prediction with 1.9M reactions from USPTO patents (1976-2016). Predict the product of the given reaction. (1) Given the reactants [N:1]1([CH2:6][C:7]([OH:9])=O)[CH:5]=[N:4][CH:3]=[N:2]1.[F:10][C:11]1[CH:39]=[CH:38][CH:37]=[CH:36][C:12]=1[CH2:13][C@H:14]1[CH2:18][NH:17][C@H:16]([C:19]([NH:21][C:22]2[CH:27]=[CH:26][C:25]([O:28][C:29]3[CH:34]=[CH:33][C:32]([F:35])=[CH:31][CH:30]=3)=[CH:24][CH:23]=2)=[O:20])[CH2:15]1, predict the reaction product. The product is: [N:1]1([CH2:6][C:7]([N:17]2[CH2:18][C@H:14]([CH2:13][C:12]3[CH:36]=[CH:37][CH:38]=[CH:39][C:11]=3[F:10])[CH2:15][C@H:16]2[C:19]([NH:21][C:22]2[CH:27]=[CH:26][C:25]([O:28][C:29]3[CH:30]=[CH:31][C:32]([F:35])=[CH:33][CH:34]=3)=[CH:24][CH:23]=2)=[O:20])=[O:9])[CH:5]=[N:4][CH:3]=[N:2]1. (2) Given the reactants [NH2:1][C:2]1[CH:9]=[CH:8][CH:7]=[C:6]([C:10]#[C:11][CH2:12][Si:13]([CH3:16])([CH3:15])[CH3:14])[C:3]=1[C:4]#[N:5].[NH2:17][S:18](N)(=[O:20])=[O:19], predict the reaction product. The product is: [S:18]([NH:1][C:2]1[CH:9]=[CH:8][CH:7]=[C:6]([C:10]#[C:11][CH2:12][Si:13]([CH3:14])([CH3:16])[CH3:15])[C:3]=1[C:4]#[N:5])(=[O:20])(=[O:19])[NH2:17]. (3) The product is: [F:34][C:35]1[CH:36]=[CH:37][C:38]([O:17][CH2:18][CH2:19][C@@H:20]2[CH2:26][C@H:25]3[C@H:23]([CH2:24]3)[CH2:22][N:21]2[C:27]([O:29][C:30]([CH3:33])([CH3:32])[CH3:31])=[O:28])=[N:39][CH:40]=1. Given the reactants N(C(OC(C)(C)C)=O)=NC(OC(C)(C)C)=O.[OH:17][CH2:18][CH2:19][C@@H:20]1[CH2:26][C@H:25]2[C@H:23]([CH2:24]2)[CH2:22][N:21]1[C:27]([O:29][C:30]([CH3:33])([CH3:32])[CH3:31])=[O:28].[F:34][C:35]1[CH:36]=[CH:37][C:38](O)=[N:39][CH:40]=1, predict the reaction product. (4) Given the reactants [CH3:1][C:2]1([CH3:21])[C:6](=[O:7])[N:5]([C:8]2[C:17]3[C:12](=[CH:13][CH:14]=[CH:15][CH:16]=3)[C:11]([C:18]#[N:19])=[CH:10][CH:9]=2)[C:4](=[O:20])[NH:3]1.C[Si]([N-][Si](C)(C)C)(C)C.[K+].[C:32]([O:35][CH2:36][CH2:37][CH2:38][CH2:39]Br)(=[O:34])[CH3:33], predict the reaction product. The product is: [C:18]([C:11]1[C:12]2[C:17](=[CH:16][CH:15]=[CH:14][CH:13]=2)[C:8]([N:5]2[C:6](=[O:7])[C:2]([CH3:21])([CH3:1])[N:3]([CH2:39][CH2:38][CH2:37][CH2:36][O:35][C:32](=[O:34])[CH3:33])[C:4]2=[O:20])=[CH:9][CH:10]=1)#[N:19]. (5) Given the reactants [C:1]([C:3]1[CH:4]=[C:5]([NH:10][C:11](=[O:14])[CH2:12][CH3:13])[CH:6]=[C:7]([F:9])[CH:8]=1)#[N:2].O1C2C=CC(CNC3C=C(C=CC=3F)C#N)=CC=2OCC1.[Cl:36][C:37]1[CH:38]=[C:39]([CH:42]=[CH:43][C:44]=1[O:45][C:46]([F:49])([F:48])[F:47])[CH2:40]Br, predict the reaction product. The product is: [Cl:36][C:37]1[CH:38]=[C:39]([CH:42]=[CH:43][C:44]=1[O:45][C:46]([F:47])([F:48])[F:49])[CH2:40][N:10]([C:5]1[CH:6]=[C:7]([F:9])[CH:8]=[C:3]([C:1]#[N:2])[CH:4]=1)[C:11](=[O:14])[CH2:12][CH3:13]. (6) Given the reactants [O:1]1[CH2:6][CH2:5][N:4]([C:7]2[C:8]3[N:29]=[C:28]([CH2:30][N:31]4[CH2:36][CH2:35][CH:34]([C:37]([OH:40])([CH3:39])[CH3:38])[CH2:33][CH2:32]4)[CH:27]=[CH:26][C:9]=3[N:10]=[C:11]([Sn](CCCC)(CCCC)CCCC)[N:12]=2)[CH2:3][CH2:2]1.I[C:42]1[C:50]2[C:45](=[CH:46][CH:47]=[CH:48][CH:49]=2)[NH:44][N:43]=1, predict the reaction product. The product is: [NH:44]1[C:45]2[C:50](=[CH:49][CH:48]=[CH:47][CH:46]=2)[C:42]([C:11]2[N:12]=[C:7]([N:4]3[CH2:5][CH2:6][O:1][CH2:2][CH2:3]3)[C:8]3[N:29]=[C:28]([CH2:30][N:31]4[CH2:32][CH2:33][CH:34]([C:37]([OH:40])([CH3:38])[CH3:39])[CH2:35][CH2:36]4)[CH:27]=[CH:26][C:9]=3[N:10]=2)=[N:43]1.